Dataset: Catalyst prediction with 721,799 reactions and 888 catalyst types from USPTO. Task: Predict which catalyst facilitates the given reaction. (1) Reactant: [C:1]1([S:7]([N:10]2[C:18]3[C:13](=[CH:14][CH:15]=[CH:16][CH:17]=3)[CH:12]=[CH:11]2)(=[O:9])=[O:8])[CH:6]=[CH:5][CH:4]=[CH:3][CH:2]=1.C([Li])CCC.CCCCCC.[CH3:30][N:31]([CH3:45])[C:32]1([C:39]2[CH:44]=[CH:43][CH:42]=[CH:41][CH:40]=2)[CH2:37][CH2:36][C:35](=[O:38])[CH2:34][CH2:33]1. Product: [C:1]1([S:7]([N:10]2[C:18]3[C:13](=[CH:14][CH:15]=[CH:16][CH:17]=3)[CH:12]=[C:11]2[C:35]2([OH:38])[CH2:36][CH2:37][C:32]([N:31]([CH3:30])[CH3:45])([C:39]3[CH:44]=[CH:43][CH:42]=[CH:41][CH:40]=3)[CH2:33][CH2:34]2)(=[O:9])=[O:8])[CH:2]=[CH:3][CH:4]=[CH:5][CH:6]=1. The catalyst class is: 1. (2) Reactant: [F:1][C:2]1[CH:10]=[CH:9][C:5]([C:6]([OH:8])=[O:7])=[CH:4][C:3]=1[N+:11]([O-:13])=[O:12].S(OCC)(O[CH2:18][CH3:19])(=O)=O.C(=O)([O-])[O-].[K+].[K+]. Product: [F:1][C:2]1[CH:10]=[CH:9][C:5]([C:6]([O:8][CH2:18][CH3:19])=[O:7])=[CH:4][C:3]=1[N+:11]([O-:13])=[O:12]. The catalyst class is: 21. (3) Reactant: [C:1]1(=[O:8])[NH:6][C:5](=[O:7])[CH2:4][CH2:3][CH2:2]1.C([O:18][CH2:19][CH:20]=[CH2:21])(=O)CC([O:18][CH2:19][CH:20]=[CH2:21])=O. Product: [C:19]([CH:2]1[CH2:3][CH2:4][C:5](=[O:7])[NH:6][C:1]1=[O:8])(=[O:18])[C:20]1[CH:21]=[CH:4][CH:3]=[CH:2][CH:1]=1. The catalyst class is: 25. (4) Reactant: [H-].C([Al+]CC(C)C)C(C)C.[CH2:11]([O:18][C:19]([N:21]1[CH2:26][CH2:25][CH:24]([C:27](OCC)=[O:28])[CH2:23][CH2:22]1)=[O:20])[C:12]1[CH:17]=[CH:16][CH:15]=[CH:14][CH:13]=1.C([O-])(=O)C(C(C([O-])=O)O)O.[Na+].[Na+]. Product: [CH2:11]([O:18][C:19]([N:21]1[CH2:26][CH2:25][CH:24]([CH:27]=[O:28])[CH2:23][CH2:22]1)=[O:20])[C:12]1[CH:17]=[CH:16][CH:15]=[CH:14][CH:13]=1. The catalyst class is: 4. (5) Reactant: [C:1]([NH:4][NH:5][C:6](=[O:14])[C:7]1[CH:12]=[CH:11][C:10]([Cl:13])=[N:9][CH:8]=1)(=O)[CH3:2]. Product: [Cl:13][C:10]1[CH:11]=[CH:12][C:7]([C:6]2[O:14][C:1]([CH3:2])=[N:4][N:5]=2)=[CH:8][N:9]=1. The catalyst class is: 54. (6) Reactant: [CH2:1]([C:4]1([CH3:19])[C:9]2[NH:10][C:11]3[CH:12]=[CH:13][C:14]([CH3:17])=[CH:15][C:16]=3[C:8]=2[CH2:7][N:6]([CH3:18])[CH2:5]1)[CH:2]=[CH2:3].[H-].[Na+].[O:22]1[CH2:24][CH:23]1[C:25]1[CH:30]=[CH:29][N:28]=[CH:27][CH:26]=1. Product: [CH2:1]([C:4]1([CH3:19])[C:9]2[N:10]([CH2:24][CH:23]([C:25]3[CH:30]=[CH:29][N:28]=[CH:27][CH:26]=3)[OH:22])[C:11]3[CH:12]=[CH:13][C:14]([CH3:17])=[CH:15][C:16]=3[C:8]=2[CH2:7][N:6]([CH3:18])[CH2:5]1)[CH:2]=[CH2:3]. The catalyst class is: 3.